From a dataset of Full USPTO retrosynthesis dataset with 1.9M reactions from patents (1976-2016). Predict the reactants needed to synthesize the given product. (1) The reactants are: [H-].[Na+].[F:3][C:4]1[CH:9]=[CH:8][CH:7]=[C:6]([F:10])[C:5]=1[N:11]1[C:16]2[N:17]=[C:18](S(C)(=O)=O)[N:19]=[C:20]([C:21]3[CH:22]=[C:23]([NH:28][C:29](=[O:38])[C:30]4[CH:35]=[CH:34][C:33]([CH3:36])=[C:32]([F:37])[CH:31]=4)[CH:24]=[CH:25][C:26]=3[CH3:27])[C:15]=2[CH2:14][NH:13][C:12]1=[O:43].[CH2:44]([OH:46])[CH3:45]. Given the product [F:3][C:4]1[CH:9]=[CH:8][CH:7]=[C:6]([F:10])[C:5]=1[N:11]1[C:16]2[N:17]=[C:18]([O:46][CH2:44][CH3:45])[N:19]=[C:20]([C:21]3[CH:22]=[C:23]([NH:28][C:29](=[O:38])[C:30]4[CH:35]=[CH:34][C:33]([CH3:36])=[C:32]([F:37])[CH:31]=4)[CH:24]=[CH:25][C:26]=3[CH3:27])[C:15]=2[CH2:14][NH:13][C:12]1=[O:43], predict the reactants needed to synthesize it. (2) Given the product [NH2:35][C:24]1[C:25]([CH2:27][C@H:28]([O:33][CH3:34])[C:29]([F:31])([F:32])[F:30])=[CH:26][C:21]([CH2:20][C@H:13]2[C@H:12]3[C@@H:17]([N:9]([CH2:8][C:7]4[CH:42]=[CH:43][CH:44]=[C:5]([C:1]([CH3:3])([CH3:2])[CH3:4])[CH:6]=4)[C:10](=[O:41])[O:11]3)[CH2:16][S:15](=[O:19])(=[O:18])[CH2:14]2)=[CH:22][C:23]=1[F:40], predict the reactants needed to synthesize it. The reactants are: [C:1]([C:5]1[CH:6]=[C:7]([CH:42]=[CH:43][CH:44]=1)[CH2:8][N:9]1[C@@H:17]2[C@H:12]([C@H:13]([CH2:20][C:21]3[CH:26]=[C:25]([CH2:27][C@H:28]([O:33][CH3:34])[C:29]([F:32])([F:31])[F:30])[C:24]([N:35]=CN(C)C)=[C:23]([F:40])[CH:22]=3)[CH2:14][S:15](=[O:19])(=[O:18])[CH2:16]2)[O:11][C:10]1=[O:41])([CH3:4])([CH3:3])[CH3:2].